From a dataset of Reaction yield outcomes from USPTO patents with 853,638 reactions. Predict the reaction yield, written as a fraction of the theoretical maximum amount of product (1.0 means a 100% yield; for example, 0.34 means a 34% yield). (1) The reactants are [F:1][C:2]1[CH:10]=[CH:9][CH:8]=[C:7]2[C:3]=1[C:4]([CH:11]=[O:12])=[CH:5][NH:6]2.[CH2:13](OC(C1NC2C(C=1)=CC=CC=2)=O)C. No catalyst specified. The product is [F:1][C:2]1[CH:10]=[CH:9][CH:8]=[C:7]2[C:3]=1[C:4]([CH:11]=[O:12])=[CH:5][N:6]2[CH3:13]. The yield is 0.540. (2) The reactants are C[O:2][C:3](=[O:23])[CH:4]([C:11]1[CH:16]=[CH:15][C:14]([N:17]2[CH2:22][CH2:21][O:20][CH2:19][CH2:18]2)=[CH:13][CH:12]=1)[CH2:5][CH:6]1[CH2:10][CH2:9][CH2:8][CH2:7]1.[OH-].[Li+]. The catalyst is O1CCCC1. The product is [CH:6]1([CH2:5][CH:4]([C:11]2[CH:12]=[CH:13][C:14]([N:17]3[CH2:22][CH2:21][O:20][CH2:19][CH2:18]3)=[CH:15][CH:16]=2)[C:3]([OH:23])=[O:2])[CH2:10][CH2:9][CH2:8][CH2:7]1. The yield is 0.860.